This data is from Catalyst prediction with 721,799 reactions and 888 catalyst types from USPTO. The task is: Predict which catalyst facilitates the given reaction. (1) Reactant: [CH:1]12[CH2:7][CH:4]([CH:5]=[CH:6]1)[CH2:3][CH:2]2[C:8]([OH:10])=[O:9].[C:11]1(=[O:17])[O:16][C:14](=[O:15])[CH:13]=[CH:12]1.CC(N=NC(C#N)(C)C)(C#N)C. Product: [CH:1]12[CH2:7][CH:4]([CH:5]=[CH:6]1)[CH2:3][CH:2]2[C:8]([OH:10])=[O:9].[C:14]1(=[O:15])[O:16][C:11](=[O:17])[CH:12]=[CH:13]1. The catalyst class is: 7. (2) Reactant: [C:1]([C:5]1[CH:23]=[CH:22][C:8]([C:9]([NH:11][C:12]2[N:13]=[C:14]3[CH:19]=[CH:18][C:17](Cl)=[N:16][N:15]3[CH:21]=2)=[O:10])=[CH:7][CH:6]=1)([CH3:4])([CH3:3])[CH3:2].[NH:24]1[CH2:29][CH2:28][O:27][CH2:26][CH2:25]1. Product: [CH:9]([OH:10])=[O:27].[CH:28]([OH:27])=[O:10].[C:1]([C:5]1[CH:23]=[CH:22][C:8]([C:9]([NH:11][C:12]2[N:13]=[C:14]3[CH:19]=[CH:18][C:17]([N:24]4[CH2:29][CH2:28][O:27][CH2:26][CH2:25]4)=[N:16][N:15]3[CH:21]=2)=[O:10])=[CH:7][CH:6]=1)([CH3:4])([CH3:3])[CH3:2]. The catalyst class is: 9. (3) Reactant: [CH3:1][O:2][C:3]1[CH:8]=[CH:7][C:6]([C:9]2[CH:10]=[N:11][CH:12]=[C:13]3[C:18]=2[N:17]=[C:16]([C:19]([OH:21])=O)[CH:15]=[CH:14]3)=[CH:5][CH:4]=1.C(N(CC)C(C)C)(C)C.F[P-](F)(F)(F)(F)F.N1(OC(N(C)C)=[N+](C)C)C2N=CC=CC=2N=N1.[N:55]1[CH:60]=[CH:59][CH:58]=[C:57]([CH2:61][NH2:62])[CH:56]=1. Product: [CH3:1][O:2][C:3]1[CH:8]=[CH:7][C:6]([C:9]2[CH:10]=[N:11][CH:12]=[C:13]3[C:18]=2[N:17]=[C:16]([C:19]([NH:62][CH2:61][C:57]2[CH:56]=[N:55][CH:60]=[CH:59][CH:58]=2)=[O:21])[CH:15]=[CH:14]3)=[CH:5][CH:4]=1. The catalyst class is: 9. (4) Reactant: [CH:1]1[C:13]2[C:12]3[CH:11]=[CH:10][CH:9]=[CH:8][C:7]=3[NH:6][C:5]=2[CH:4]=[CH:3][N:2]=1.[C:14](#[N:17])[CH:15]=[CH2:16].[OH-].[CH2:19]([N+](C)(C)C)C1C=CC=CC=1. Product: [CH3:19][N:2]1[CH2:3][CH2:4][C:5]2[N:6]([CH2:16][CH2:15][C:14]#[N:17])[C:7]3[CH:8]=[CH:9][CH:10]=[CH:11][C:12]=3[C:13]=2[CH2:1]1. The catalyst class is: 48. (5) Reactant: [CH3:1][O:2][C:3]([C:5]1[C:14]2[C:9](=[CH:10][C:11]([O:16][CH3:17])=[C:12]([OH:15])[CH:13]=2)[C:8](=[O:18])[N:7]([CH2:19][CH3:20])[CH:6]=1)=[O:4].[N:21]1[C:30]2[C:25](=[CH:26][CH:27]=[CH:28][CH:29]=2)[CH:24]=[CH:23][C:22]=1[CH2:31][CH2:32]O.C1C=CC(P(C2C=CC=CC=2)C2C=CC=CC=2)=CC=1.CCOC(/N=N/C(OCC)=O)=O. Product: [CH3:1][O:2][C:3]([C:5]1[C:14]2[C:9](=[CH:10][C:11]([O:16][CH3:17])=[C:12]([O:15][CH2:32][CH2:31][C:22]3[CH:23]=[CH:24][C:25]4[C:30](=[CH:29][CH:28]=[CH:27][CH:26]=4)[N:21]=3)[CH:13]=2)[C:8](=[O:18])[N:7]([CH2:19][CH3:20])[CH:6]=1)=[O:4]. The catalyst class is: 49.